Dataset: Reaction yield outcomes from USPTO patents with 853,638 reactions. Task: Predict the reaction yield, written as a fraction of the theoretical maximum amount of product (1.0 means a 100% yield; for example, 0.34 means a 34% yield). (1) The reactants are [CH:1]([NH:4][C:5]1[S:6][CH:7]=[C:8]([C:10]2[CH:19]=[C:18]([O:20][CH2:21][CH2:22][C@@H:23]3[NH:37][C:36](=[O:38])[N:35]([CH3:39])[CH2:34][CH2:33][CH2:32][CH2:31][CH:30]=[CH:29][C@H:28]4[C@@:26]([C:40](OCC)=[O:41])([CH2:27]4)[NH:25][C:24]3=[O:45])[C:17]3[C:12](=[CH:13][C:14]([O:46][CH3:47])=[CH:15][CH:16]=3)[N:11]=2)[N:9]=1)([CH3:3])[CH3:2].[CH3:48][C:49]1([S:52]([NH2:55])(=[O:54])=[O:53])[CH2:51][CH2:50]1. The product is [CH:1]([NH:4][C:5]1[S:6][CH:7]=[C:8]([C:10]2[CH:19]=[C:18]([O:20][CH2:21][CH2:22][C@@H:23]3[NH:37][C:36](=[O:38])[N:35]([CH3:39])[CH2:34][CH2:33][CH2:32][CH2:31][CH:30]=[CH:29][C@H:28]4[C@@:26]([C:40]([NH:55][S:52]([C:49]5([CH3:48])[CH2:51][CH2:50]5)(=[O:54])=[O:53])=[O:41])([CH2:27]4)[NH:25][C:24]3=[O:45])[C:17]3[C:12](=[CH:13][C:14]([O:46][CH3:47])=[CH:15][CH:16]=3)[N:11]=2)[N:9]=1)([CH3:2])[CH3:3]. The yield is 0.240. No catalyst specified. (2) The reactants are [Br:1][C:2]1[C:10]2[O:9][CH:8]=[CH:7][C:6]=2[CH:5]=[CH:4][CH:3]=1.[Li+].[CH3:12]C([N-]C(C)C)C.C1COCC1.CCCCCCC.CI.Cl. The catalyst is C1COCC1. The product is [Br:1][C:2]1[C:10]2[O:9][C:8]([CH3:12])=[CH:7][C:6]=2[CH:5]=[CH:4][CH:3]=1. The yield is 0.520. (3) The product is [SH:13][C:9]1[CH:10]=[C:11]2[C:6](=[CH:7][CH:8]=1)[C:5](=[O:24])[N:4]([CH2:3][C:2]([F:25])([F:1])[F:26])[CH2:12]2. The yield is 0.920. The reactants are [F:1][C:2]([F:26])([F:25])[CH2:3][N:4]1[CH2:12][C:11]2[C:6](=[CH:7][CH:8]=[C:9]([S:13][Si](C(C)C)(C(C)C)C(C)C)[CH:10]=2)[C:5]1=[O:24].Cl. The catalyst is CO.O1CCCC1. (4) The reactants are [OH-].[Na+].[CH3:3][C:4]1[O:8][C:7]([C:9]2[CH:14]=[CH:13][CH:12]=[CH:11][CH:10]=2)=[N:6][C:5]=1[CH2:15][O:16][C:17]1[CH:42]=[CH:41][C:20]([CH2:21][O:22]/[N:23]=[C:24](/[C:35]2[CH:40]=[CH:39][CH:38]=[CH:37][CH:36]=2)\[CH2:25][CH2:26][CH2:27][CH2:28][CH2:29][C:30]([O:32]CC)=[O:31])=[CH:19][CH:18]=1.CO.Cl. The catalyst is O1CCCC1. The product is [CH3:3][C:4]1[O:8][C:7]([C:9]2[CH:10]=[CH:11][CH:12]=[CH:13][CH:14]=2)=[N:6][C:5]=1[CH2:15][O:16][C:17]1[CH:42]=[CH:41][C:20]([CH2:21][O:22]/[N:23]=[C:24](/[C:35]2[CH:40]=[CH:39][CH:38]=[CH:37][CH:36]=2)\[CH2:25][CH2:26][CH2:27][CH2:28][CH2:29][C:30]([OH:32])=[O:31])=[CH:19][CH:18]=1. The yield is 0.820. (5) The reactants are C([Li])CCC.CCCCCC.C(NC(C)C)(C)C.[O:19]1[CH2:21][C@@H:20]1[CH2:22][CH2:23][C:24]([O:26][CH3:27])=[O:25].Cl. The catalyst is C1COCC1. The product is [OH:19][CH2:21][C@H:20]1[CH2:22][C@@H:23]1[C:24]([O:26][CH3:27])=[O:25]. The yield is 0.170.